From a dataset of Catalyst prediction with 721,799 reactions and 888 catalyst types from USPTO. Predict which catalyst facilitates the given reaction. (1) Reactant: [CH2:1]([O:3][C:4]1[CH:5]=[C:6]2[C:11](=[CH:12][C:13]=1[F:14])[N:10]=[C:9]([NH:15][CH2:16][CH3:17])[C:8]([CH2:18]O)=[CH:7]2)[CH3:2].O=S(Cl)[Cl:22]. Product: [ClH:22].[Cl:22][CH2:18][C:8]1[C:9]([NH:15][CH2:16][CH3:17])=[N:10][C:11]2[C:6]([CH:7]=1)=[CH:5][C:4]([O:3][CH2:1][CH3:2])=[C:13]([F:14])[CH:12]=2. The catalyst class is: 2. (2) Reactant: Cl[C:2]1[N:11]=[C:10]([NH:12][CH2:13][CH2:14][O:15][CH3:16])[C:9]2[C:8](=[O:17])[N:7]([CH3:18])[CH:6]=[N:5][C:4]=2[CH:3]=1.CC1(C)C(C)(C)OB([C:27]2[CH:28]=[CH:29][C:30]3[O:34][CH:33]=[N:32][C:31]=3[CH:35]=2)O1.C([O-])([O-])=O.[Na+].[Na+]. Product: [O:34]1[C:30]2[CH:29]=[CH:28][C:27]([C:2]3[N:11]=[C:10]([NH:12][CH2:13][CH2:14][O:15][CH3:16])[C:9]4[C:8](=[O:17])[N:7]([CH3:18])[CH:6]=[N:5][C:4]=4[CH:3]=3)=[CH:35][C:31]=2[N:32]=[CH:33]1. The catalyst class is: 77. (3) Reactant: [CH3:1][C:2]([OH:7])([CH2:5][CH3:6])[CH2:3][CH3:4].CN(C)C1C=CC=CC=1.[Br:17][CH2:18][C:19](Br)=[O:20].O. Product: [Br:17][CH2:18][C:19]([O:7][C:2]([CH2:5][CH3:6])([CH3:1])[CH2:3][CH3:4])=[O:20]. The catalyst class is: 4. (4) Reactant: [CH3:1][C:2]1([CH3:9])[NH:6][C:5](=[O:7])[NH:4][C:3]1=[O:8].[C:10](OC(=O)C)(=[O:12])[CH3:11]. The catalyst class is: 65. Product: [C:10]([N:6]1[C:2]([CH3:9])([CH3:1])[C:3](=[O:8])[NH:4][C:5]1=[O:7])(=[O:12])[CH3:11].